This data is from Forward reaction prediction with 1.9M reactions from USPTO patents (1976-2016). The task is: Predict the product of the given reaction. (1) Given the reactants [CH2:1]([S:3]([CH2:6][C:7]1[CH:8]=[C:9]([NH:13][C:14](=[O:16])[CH3:15])[CH:10]=[CH:11][CH:12]=1)(=[O:5])=[O:4])[CH3:2].[OH:17][S:18]([Cl:21])(=O)=[O:19], predict the reaction product. The product is: [C:14]([NH:13][C:9]1[CH:10]=[CH:11][C:12]([S:18]([Cl:21])(=[O:19])=[O:17])=[C:7]([CH2:6][S:3]([CH2:1][CH3:2])(=[O:4])=[O:5])[CH:8]=1)(=[O:16])[CH3:15]. (2) The product is: [CH3:1][NH:8][CH:9]([P:18](=[O:25])([O:19][CH2:20][CH3:21])[O:22][CH2:23][CH3:24])[P:10](=[O:17])([O:14][CH2:15][CH3:16])[O:11][CH2:12][CH3:13]. Given the reactants [CH2:1]([N:8](C)[CH:9]([P:18](=[O:25])([O:22][CH2:23][CH3:24])[O:19][CH2:20][CH3:21])[P:10](=[O:17])([O:14][CH2:15][CH3:16])[O:11][CH2:12][CH3:13])C1C=CC=CC=1.C1CCCCC=1, predict the reaction product. (3) Given the reactants [CH2:1]([C:4]1[C:5]([O:16][CH2:17][O:18][CH3:19])=[C:6]([CH:11]=[CH:12][C:13]=1[O:14][CH3:15])[C:7]([O:9]C)=[O:8])[CH:2]=[CH2:3].[OH-].[Na+].C(OCC)(=O)C.S([O-])(O)(=O)=O.[Na+], predict the reaction product. The product is: [CH2:1]([C:4]1[C:5]([O:16][CH2:17][O:18][CH3:19])=[C:6]([CH:11]=[CH:12][C:13]=1[O:14][CH3:15])[C:7]([OH:9])=[O:8])[CH:2]=[CH2:3]. (4) Given the reactants [Br:1][C:2]1[N:3]=[C:4]([NH:15][C@H:16]2[CH2:21][CH2:20][C@H:19]([O:22][CH3:23])[CH2:18][CH2:17]2)[C:5]([NH:8][CH2:9][C:10](OCC)=[O:11])=[N:6][CH:7]=1.CO.C(O)(C(F)(F)F)=O.C(=O)(O)[O-].[Na+], predict the reaction product. The product is: [Br:1][C:2]1[N:3]=[C:4]2[N:15]([C@H:16]3[CH2:21][CH2:20][C@H:19]([O:22][CH3:23])[CH2:18][CH2:17]3)[C:10](=[O:11])[CH2:9][NH:8][C:5]2=[N:6][CH:7]=1. (5) Given the reactants [C:1]1([C:7](=[N:17][O:18][CH2:19][CH2:20][NH:21]C(=O)OC(C)(C)C)[C:8]2[NH:16][C:11]3=[CH:12][N:13]=[CH:14][CH:15]=[C:10]3[CH:9]=2)[CH:6]=[CH:5][CH:4]=[CH:3][CH:2]=1.[ClH:29], predict the reaction product. The product is: [ClH:29].[NH2:21][CH2:20][CH2:19][O:18][N:17]=[C:7]([C:1]1[CH:6]=[CH:5][CH:4]=[CH:3][CH:2]=1)[C:8]1[NH:16][C:11]2=[CH:12][N:13]=[CH:14][CH:15]=[C:10]2[CH:9]=1. (6) Given the reactants Br[C:2]1[C:7]([F:8])=[CH:6][CH:5]=[CH:4][C:3]=1[F:9].[F:10][C:11]1[CH:16]=[CH:15][C:14](B(O)O)=[CH:13][C:12]=1[CH:20]=[O:21].C([O-])([O-])=O.[Na+].[Na+].O, predict the reaction product. The product is: [F:9][C:3]1[CH:4]=[CH:5][CH:6]=[C:7]([F:8])[C:2]=1[C:14]1[CH:15]=[CH:16][C:11]([F:10])=[C:12]([CH:20]=[O:21])[CH:13]=1. (7) Given the reactants [Br:1][C:2]1[C:3]([CH3:16])=[C:4]([NH:8][C:9]([C:11]2[NH:12][CH:13]=[CH:14][N:15]=2)=[O:10])[CH:5]=[CH:6][CH:7]=1.C(=O)([O-])[O-].[K+].[K+].Br[CH2:24][CH:25]([O:29][CH2:30][CH3:31])[O:26][CH2:27][CH3:28], predict the reaction product. The product is: [Br:1][C:2]1[C:3]([CH3:16])=[C:4]([NH:8][C:9]([C:11]2[N:15]([CH2:24][CH:25]([O:29][CH2:30][CH3:31])[O:26][CH2:27][CH3:28])[CH:14]=[CH:13][N:12]=2)=[O:10])[CH:5]=[CH:6][CH:7]=1.